This data is from Full USPTO retrosynthesis dataset with 1.9M reactions from patents (1976-2016). The task is: Predict the reactants needed to synthesize the given product. (1) Given the product [C:18]([OH:23])(=[O:28])[C:19]1[C:20](=[CH:24][CH:25]=[CH:26][CH:27]=1)[C:21]([OH:4])=[O:22].[F:9][C:10]1[CH:17]=[CH:16][CH:15]=[CH:14][C:11]=1[CH:12]([OH:13])[CH3:5], predict the reactants needed to synthesize it. The reactants are: C[Mg]Cl.[O:4]1CCC[CH2:5]1.[F:9][C:10]1[CH:17]=[CH:16][CH:15]=[CH:14][C:11]=1[CH:12]=[O:13].[C:18]1(=[O:28])[O:23][C:21](=[O:22])[C:20]2=[CH:24][CH:25]=[CH:26][CH:27]=[C:19]12.Cl. (2) Given the product [OH:31][C:23]1[C:24]2[CH:30]=[CH:29][N:28]=[CH:27][C:25]=2[N:26]=[C:21]([O:1][C:2]2[CH:3]=[N:4][N:5]([CH:7]3[CH2:8][CH2:9][N:10]([C:13]([O:15][C:16]([CH3:19])([CH3:18])[CH3:17])=[O:14])[CH2:11][CH2:12]3)[CH:6]=2)[N:22]=1, predict the reactants needed to synthesize it. The reactants are: [OH:1][C:2]1[CH:3]=[N:4][N:5]([CH:7]2[CH2:12][CH2:11][N:10]([C:13]([O:15][C:16]([CH3:19])([CH3:18])[CH3:17])=[O:14])[CH2:9][CH2:8]2)[CH:6]=1.Cl[C:21]1[N:22]=[C:23]([OH:31])[C:24]2[CH:30]=[CH:29][N:28]=[CH:27][C:25]=2[N:26]=1.